This data is from Forward reaction prediction with 1.9M reactions from USPTO patents (1976-2016). The task is: Predict the product of the given reaction. Given the reactants Br[C:2]1[CH:3]=[C:4]2[C:10]([C:11]([C:13]3[CH:18]=[CH:17][CH:16]=[C:15]([OH:19])[C:14]=3[F:20])=[O:12])=[CH:9][NH:8][C:5]2=[N:6][CH:7]=1.BrC1C=C2C(C([C:33]3[CH:38]=[CH:37][CH:36]=[C:35](O)[C:34]=3C)=O)=CNC2=NC=1.C1(B(O)O)C=CC=CC=1.B(O)O, predict the reaction product. The product is: [F:20][C:14]1[C:15]([OH:19])=[CH:16][CH:17]=[CH:18][C:13]=1[C:11]([C:10]1[C:4]2[C:5](=[N:6][CH:7]=[C:2]([C:33]3[CH:38]=[CH:37][CH:36]=[CH:35][CH:34]=3)[CH:3]=2)[NH:8][CH:9]=1)=[O:12].